From a dataset of Catalyst prediction with 721,799 reactions and 888 catalyst types from USPTO. Predict which catalyst facilitates the given reaction. (1) Reactant: [C:1]([CH:8]([CH:10]([C:12]([O:14][C:15]([CH3:18])([CH3:17])[CH3:16])=[O:13])[OH:11])[OH:9])([O:3][C:4]([CH3:7])([CH3:6])[CH3:5])=[O:2].ClCCl.C(N(CC)CC)C.[CH2:29]([O:31][P:32](Cl)(=[O:36])[O:33][CH2:34][CH3:35])[CH3:30]. Product: [CH2:29]([O:31][P:32]([O:11][C@H:10]([C@@H:8]([OH:9])[C:1]([O:3][C:4]([CH3:7])([CH3:6])[CH3:5])=[O:2])[C:12]([O:14][C:15]([CH3:18])([CH3:17])[CH3:16])=[O:13])([O:33][CH2:34][CH3:35])=[O:36])[CH3:30]. The catalyst class is: 6. (2) Reactant: [F:1][C:2]1[CH:3]=[C:4]2[C:8](=[CH:9][CH:10]=1)[NH:7][C:6](=[O:11])[CH2:5]2.[CH3:12][N:13]([CH3:38])[C:14]([CH2:16][CH2:17][C:18]1[C:19]([S:26]([C:29]2[CH:30]=[C:31]([CH:35]=[CH:36][CH:37]=2)[C:32]([OH:34])=[O:33])(=[O:28])=[O:27])=[C:20]([CH3:25])[NH:21][C:22]=1[CH:23]=O)=[O:15].N1CCCCC1. Product: [CH3:38][N:13]([CH3:12])[C:14]([CH2:16][CH2:17][C:18]1[C:19]([S:26]([C:29]2[CH:30]=[C:31]([CH:35]=[CH:36][CH:37]=2)[C:32]([OH:34])=[O:33])(=[O:28])=[O:27])=[C:20]([CH3:25])[NH:21][C:22]=1/[CH:23]=[C:5]1\[C:6](=[O:11])[NH:7][C:8]2[C:4]\1=[CH:3][C:2]([F:1])=[CH:10][CH:9]=2)=[O:15]. The catalyst class is: 8. (3) Reactant: [CH:1]1([CH2:4][N:5]2[C:10](=[O:11])[C:9]([CH2:12]OS(C)(=O)=O)=[CH:8][C:7]([C:18]3[CH:19]=[CH:20][C:21]4[O:25][CH2:24][CH2:23][C:22]=4[CH:26]=3)=[N:6]2)[CH2:3][CH2:2]1.C(=O)([O-])[O-].[K+].[K+].[CH3:33][N:34]1[CH2:39][CH2:38][NH:37][CH2:36][CH2:35]1.O. Product: [CH:1]1([CH2:4][N:5]2[C:10](=[O:11])[C:9]([CH2:12][N:37]3[CH2:38][CH2:39][N:34]([CH3:33])[CH2:35][CH2:36]3)=[CH:8][C:7]([C:18]3[CH:19]=[CH:20][C:21]4[O:25][CH2:24][CH2:23][C:22]=4[CH:26]=3)=[N:6]2)[CH2:3][CH2:2]1. The catalyst class is: 10. (4) Reactant: [OH:1][C@@:2]1([CH2:22][O:23][CH3:24])[CH2:7][CH2:6][CH2:5][CH2:4][C@H:3]1[N:8]1[C:12]([C:13]2[CH:18]=[CH:17][CH:16]=[CH:15][CH:14]=2)=[C:11]([C:19](O)=[O:20])[N:10]=[CH:9]1.Cl.[O:26]=[C:27]1[C:35]2[C:30](=[CH:31][CH:32]=[CH:33][CH:34]=2)[N:29]([CH2:36][CH2:37][C@H:38]2[NH:43][CH2:42][CH2:41][N:40]([C:44]([O:46][CH2:47][C:48]3[CH:53]=[CH:52][CH:51]=[CH:50][CH:49]=3)=[O:45])[CH2:39]2)[NH:28]1.CCN=C=NCCCN(C)C.Cl.C1C=CC2N(O)N=NC=2C=1.C(=O)([O-])O.[Na+]. Product: [OH:1][C@@:2]1([CH2:22][O:23][CH3:24])[CH2:7][CH2:6][CH2:5][CH2:4][C@H:3]1[N:8]1[C:12]([C:13]2[CH:18]=[CH:17][CH:16]=[CH:15][CH:14]=2)=[C:11]([C:19]([N:43]2[CH2:42][CH2:41][N:40]([C:44]([O:46][CH2:47][C:48]3[CH:49]=[CH:50][CH:51]=[CH:52][CH:53]=3)=[O:45])[CH2:39][C@H:38]2[CH2:37][CH2:36][N:29]2[C:30]3[C:35](=[CH:34][CH:33]=[CH:32][CH:31]=3)[C:27](=[O:26])[NH:28]2)=[O:20])[N:10]=[CH:9]1. The catalyst class is: 338. (5) Reactant: [CH:1]([NH:3][C@H:4]([C:7]([O:9][CH2:10][CH3:11])=[O:8])[C:5]#[N:6])=O.COC1C=CC(P2(SP(C3C=CC(OC)=CC=3)(=S)S2)=[S:21])=CC=1. Product: [NH2:6][C:5]1[S:21][CH:1]=[N:3][C:4]=1[C:7]([O:9][CH2:10][CH3:11])=[O:8]. The catalyst class is: 48.